From a dataset of Reaction yield outcomes from USPTO patents with 853,638 reactions. Predict the reaction yield, written as a fraction of the theoretical maximum amount of product (1.0 means a 100% yield; for example, 0.34 means a 34% yield). (1) The reactants are [CH3:1][O:2][C:3]([C@@H:5]([N:13]1[CH2:21][C:17]2[CH:18]=[CH:19][S:20][C:16]=2[CH2:15][CH2:14]1)[C:6]1[CH:7]=[CH:8][CH:9]=[CH:10][C:11]=1[Cl:12])=[O:4].[S:22](=[O:26])(=[O:25])([OH:24])[OH:23].CC(OC)(C)C. The catalyst is C(O)CC. The product is [CH3:1][O:2][C:3]([C@@H:5]([N:13]1[CH2:21][C:17]2[CH:18]=[CH:19][S:20][C:16]=2[CH2:15][CH2:14]1)[C:6]1[C:11]([Cl:12])=[CH:10][CH:9]=[CH:8][CH:7]=1)=[O:4].[OH:25][S:22]([OH:26])(=[O:24])=[O:23]. The yield is 0.690. (2) The reactants are [CH3:1][C:2]1[C:7]([CH3:8])=[CH:6][C:5]([CH3:9])=[CH:4][C:3]=1O.O[CH:12]([C:16]1[CH:21]=[CH:20][C:19]([Br:22])=[CH:18][CH:17]=1)[C:13]([OH:15])=[O:14]. The catalyst is C(OCC)(=O)C.CCCCCC. The product is [Br:22][C:19]1[CH:20]=[CH:21][C:16]([CH:12]2[C:4]3[C:5]([CH3:9])=[CH:6][C:7]([CH3:8])=[C:2]([CH3:1])[C:3]=3[O:15][C:13]2=[O:14])=[CH:17][CH:18]=1. The yield is 0.430. (3) The reactants are [CH3:1][N:2]([CH2:4][CH:5]1[C:10]([OH:19])([C:11]2[CH:16]=[C:15]([O:17][CH3:18])[CH:14]=[CH:13][CH:12]=2)[CH2:9][CH2:8][CH2:7][CH2:6]1)[CH3:3].Cl.[OH-].[Na+]. The catalyst is O. The product is [CH3:3][N:2]([CH2:4][CH:5]1[C:10]([OH:19])([C:11]2[CH:16]=[C:15]([O:17][CH3:18])[CH:14]=[CH:13][CH:12]=2)[CH2:9][CH2:8][CH2:7][CH2:6]1)[CH3:1]. The yield is 0.980. (4) The catalyst is C1COCC1. The yield is 0.720. The reactants are [CH2:1]([O:3][C:4]1[CH:5]=[C:6]([CH:11]=[CH:12][C:13]=1[N+:14]([O-:16])=[O:15])[C:7]([NH:9][NH2:10])=O)[CH3:2].[CH3:17][N:18]=[C:19]=[S:20].C(N(CC)CC)C. The product is [CH2:1]([O:3][C:4]1[CH:5]=[C:6]([C:7]2[N:18]([CH3:17])[C:19]([SH:20])=[N:10][N:9]=2)[CH:11]=[CH:12][C:13]=1[N+:14]([O-:16])=[O:15])[CH3:2]. (5) The catalyst is CCO. The reactants are [CH3:1][C:2]1[N:12]=[CH:11][CH:10]=[CH:9][C:3]=1[C:4](OCC)=[O:5].O.[NH2:14][NH2:15]. The product is [CH3:1][C:2]1[N:12]=[CH:11][CH:10]=[CH:9][C:3]=1[C:4]([NH:14][NH2:15])=[O:5]. The yield is 0.980. (6) The catalyst is C1C=CC(/C=C/C(/C=C/C2C=CC=CC=2)=O)=CC=1.C1C=CC(/C=C/C(/C=C/C2C=CC=CC=2)=O)=CC=1.C1C=CC(/C=C/C(/C=C/C2C=CC=CC=2)=O)=CC=1.[Pd].[Pd].O1CCOCC1. The product is [Cl:16][C:17]1[N:18]=[C:19]([C:24]([F:27])([F:26])[F:25])[N:20]=[C:21]([N:12]2[CH2:13][CH2:14][N:10]([C:5]3[CH:6]=[N:7][CH:8]=[CH:9][C:4]=3[CH:1]3[CH2:3][CH2:2]3)[C:11]2=[O:15])[CH:22]=1. The reactants are [CH:1]1([C:4]2[CH:9]=[CH:8][N:7]=[CH:6][C:5]=2[N:10]2[CH2:14][CH2:13][NH:12][C:11]2=[O:15])[CH2:3][CH2:2]1.[Cl:16][C:17]1[CH:22]=[C:21](Cl)[N:20]=[C:19]([C:24]([F:27])([F:26])[F:25])[N:18]=1.CC1(C)C2C(=C(P(C3C=CC=CC=3)C3C=CC=CC=3)C=CC=2)OC2C(P(C3C=CC=CC=3)C3C=CC=CC=3)=CC=CC1=2.C(=O)([O-])[O-].[Cs+].[Cs+]. The yield is 0.132.